This data is from Forward reaction prediction with 1.9M reactions from USPTO patents (1976-2016). The task is: Predict the product of the given reaction. (1) Given the reactants Br[C:2]1[CH:7]=[C:6]([C:8]2[CH2:12][C:11]([C:17]3[CH:22]=[C:21]([Cl:23])[C:20]([Cl:24])=[C:19]([Cl:25])[CH:18]=3)([C:13]([F:16])([F:15])[F:14])[O:10][N:9]=2)[CH:5]=[CH:4][C:3]=1[C:26]1([F:35])[CH2:29][N:28]([C:30]([CH:32]2[CH2:34][CH2:33]2)=[O:31])[CH2:27]1.[CH3:36][N:37](C=O)C, predict the reaction product. The product is: [CH:32]1([C:30]([N:28]2[CH2:29][C:26]([C:3]3[CH:4]=[CH:5][C:6]([C:8]4[CH2:12][C:11]([C:17]5[CH:22]=[C:21]([Cl:23])[C:20]([Cl:24])=[C:19]([Cl:25])[CH:18]=5)([C:13]([F:16])([F:15])[F:14])[O:10][N:9]=4)=[CH:7][C:2]=3[C:36]#[N:37])([F:35])[CH2:27]2)=[O:31])[CH2:33][CH2:34]1. (2) Given the reactants Cl[C:2]1[CH:7]=[CH:6][C:5]([S:8]([C:11]2[CH:16]=[CH:15][CH:14]=[CH:13][CH:12]=2)(=[O:10])=[O:9])=[CH:4][N:3]=1.[NH3:17], predict the reaction product. The product is: [C:11]1([S:8]([C:5]2[CH:6]=[CH:7][C:2]([NH2:17])=[N:3][CH:4]=2)(=[O:10])=[O:9])[CH:16]=[CH:15][CH:14]=[CH:13][CH:12]=1. (3) Given the reactants [Cl:1][C:2]1[N:11]=[C:10]([N:12]2[CH2:16][CH2:15][C@H:14]([NH:17][C:18](=[O:20])[CH3:19])[CH2:13]2)[C:9]2[CH2:8][CH2:7][CH2:6][CH2:5][C:4]=2[N:3]=1.[Cl:21][C:22]1[CH:23]=[C:24]([NH2:29])[CH:25]=[C:26]([NH2:28])[CH:27]=1, predict the reaction product. The product is: [ClH:1].[NH2:29][C:24]1[CH:25]=[C:26]([NH:28][C:2]2[N:11]=[C:10]([N:12]3[CH2:16][CH2:15][C@H:14]([NH:17][C:18](=[O:20])[CH3:19])[CH2:13]3)[C:9]3[CH2:8][CH2:7][CH2:6][CH2:5][C:4]=3[N:3]=2)[CH:27]=[C:22]([Cl:21])[CH:23]=1. (4) Given the reactants [CH:1]12[CH2:8][CH:5]([CH2:6][CH2:7]1)[C:4](=[O:9])[CH2:3][C:2]2=[O:10].N1C=CC=CC=1.[Cl:17][CH2:18][C:19](Cl)=[O:20].Cl, predict the reaction product. The product is: [O:9]=[C:4]1[CH:5]2[CH2:8][CH:1]([CH2:7][CH2:6]2)[C:2]([O:10][C:19](=[O:20])[CH2:18][Cl:17])=[CH:3]1. (5) Given the reactants [Br:1][C:2]1[CH:3]=[CH:4][C:5]([N+:23]([O-])=O)=[C:6]([C:8](=[C:14]([C:16]2[CH:21]=[CH:20][C:19]([F:22])=[CH:18][CH:17]=2)O)[C:9]([O:11][CH2:12][CH3:13])=[O:10])[CH:7]=1.CC(O)=O, predict the reaction product. The product is: [Br:1][C:2]1[CH:7]=[C:6]2[C:5](=[CH:4][CH:3]=1)[NH:23][C:14]([C:16]1[CH:21]=[CH:20][C:19]([F:22])=[CH:18][CH:17]=1)=[C:8]2[C:9]([O:11][CH2:12][CH3:13])=[O:10].